This data is from Peptide-MHC class I binding affinity with 185,985 pairs from IEDB/IMGT. The task is: Regression. Given a peptide amino acid sequence and an MHC pseudo amino acid sequence, predict their binding affinity value. This is MHC class I binding data. (1) The peptide sequence is SLICGAALY. The MHC is HLA-A03:01 with pseudo-sequence HLA-A03:01. The binding affinity (normalized) is 0.413. (2) The peptide sequence is QEPGPVGPL. The MHC is HLA-B40:01 with pseudo-sequence HLA-B40:01. The binding affinity (normalized) is 1.00. (3) The peptide sequence is SIYYTLVRM. The MHC is HLA-B18:01 with pseudo-sequence HLA-B18:01. The binding affinity (normalized) is 0.0847. (4) The peptide sequence is EEEYFMCFKY. The MHC is HLA-B18:01 with pseudo-sequence HLA-B18:01. The binding affinity (normalized) is 0.680.